From a dataset of Forward reaction prediction with 1.9M reactions from USPTO patents (1976-2016). Predict the product of the given reaction. (1) Given the reactants [C:1]1([OH:7])[CH:6]=[CH:5][CH:4]=[CH:3][CH:2]=1.[H-].[Na+].[Cl:10][C:11]1[C:20](Cl)=[N:19][C:18]2[C:13](=[CH:14][CH:15]=[CH:16][CH:17]=2)[N:12]=1, predict the reaction product. The product is: [Cl:10][C:11]1[C:20]([O:7][C:1]2[CH:6]=[CH:5][CH:4]=[CH:3][CH:2]=2)=[N:19][C:18]2[C:13](=[CH:14][CH:15]=[CH:16][CH:17]=2)[N:12]=1. (2) Given the reactants C(OC([NH:8][C:9]1[CH:14]=[CH:13][C:12]([CH:15]([N:21]([CH:23]([CH3:25])[CH3:24])[CH3:22])[C:16]([O:18][CH2:19][CH3:20])=[O:17])=[CH:11][CH:10]=1)=O)(C)(C)C.Cl.O1CCOCC1, predict the reaction product. The product is: [NH2:8][C:9]1[CH:10]=[CH:11][C:12]([CH:15]([N:21]([CH:23]([CH3:24])[CH3:25])[CH3:22])[C:16]([O:18][CH2:19][CH3:20])=[O:17])=[CH:13][CH:14]=1.